The task is: Regression. Given a peptide amino acid sequence and an MHC pseudo amino acid sequence, predict their binding affinity value. This is MHC class II binding data.. This data is from Peptide-MHC class II binding affinity with 134,281 pairs from IEDB. (1) The peptide sequence is IYQILVIYSTVASSLVLSVS. The MHC is DRB1_0301 with pseudo-sequence DRB1_0301. The binding affinity (normalized) is 0.0564. (2) The peptide sequence is AGDLGRDELMELASD. The MHC is DRB1_1302 with pseudo-sequence DRB1_1302. The binding affinity (normalized) is 0. (3) The peptide sequence is GARRSGDVLWDIPTP. The MHC is DRB1_0701 with pseudo-sequence DRB1_0701. The binding affinity (normalized) is 0.425. (4) The peptide sequence is TTVLDFHPGAGKTRR. The MHC is HLA-DQA10201-DQB10402 with pseudo-sequence HLA-DQA10201-DQB10402. The binding affinity (normalized) is 0.296. (5) The peptide sequence is TPDNFSSLIKSTIQV. The MHC is DRB1_0101 with pseudo-sequence DRB1_0101. The binding affinity (normalized) is 0.607. (6) The peptide sequence is LHFSEALHIIAGTPE. The MHC is HLA-DQA10301-DQB10302 with pseudo-sequence HLA-DQA10301-DQB10302. The binding affinity (normalized) is 0.389. (7) The peptide sequence is GSDPKKLVLDIKYTR. The MHC is DRB4_0101 with pseudo-sequence DRB4_0103. The binding affinity (normalized) is 0.262.